This data is from Full USPTO retrosynthesis dataset with 1.9M reactions from patents (1976-2016). The task is: Predict the reactants needed to synthesize the given product. (1) Given the product [F:17][C:2]1[C:11]2[C:6](=[CH:7][C:8]([N:12]([CH3:14])[CH3:13])=[CH:9][CH:10]=2)[C:5]([O:15][CH3:16])=[CH:4][N:3]=1, predict the reactants needed to synthesize it. The reactants are: Cl[C:2]1[C:11]2[C:6](=[CH:7][C:8]([N:12]([CH3:14])[CH3:13])=[CH:9][CH:10]=2)[C:5]([O:15][CH3:16])=[CH:4][N:3]=1.[F-:17].C[N+](C)(C)C. (2) Given the product [CH3:1][C:2]1([CH3:23])[C:11]2[C:6](=[CH:7][CH:8]=[C:9]([C:12]([F:13])([F:15])[F:14])[CH:10]=2)[NH:5][CH:4]([C:16]2[CH:22]=[CH:21][CH:20]=[CH:19][C:17]=2[NH:18][S:36]([C:30]2[CH:35]=[CH:34][CH:33]=[CH:32][CH:31]=2)(=[O:38])=[O:37])[CH2:3]1, predict the reactants needed to synthesize it. The reactants are: [CH3:1][C:2]1([CH3:23])[C:11]2[C:6](=[CH:7][CH:8]=[C:9]([C:12]([F:15])([F:14])[F:13])[CH:10]=2)[NH:5][CH:4]([C:16]2[CH:22]=[CH:21][CH:20]=[CH:19][C:17]=2[NH2:18])[CH2:3]1.N1C=CC=CC=1.[C:30]1([S:36](Cl)(=[O:38])=[O:37])[CH:35]=[CH:34][CH:33]=[CH:32][CH:31]=1. (3) Given the product [OH:30][C@H:29]([C:28]1[C:20]([CH3:19])=[C:21]2[C:25](=[CH:26][CH:27]=1)[C:24](=[O:32])[O:23][CH2:22]2)[CH2:31][N:8]1[CH2:9][CH2:10][C:5]2([C:2](=[O:1])[N:3]([C:11]3[CH:18]=[CH:17][C:14]([C:15]#[N:16])=[CH:13][N:12]=3)[CH2:4]2)[CH2:6][CH2:7]1, predict the reactants needed to synthesize it. The reactants are: [O:1]=[C:2]1[C:5]2([CH2:10][CH2:9][NH:8][CH2:7][CH2:6]2)[CH2:4][N:3]1[C:11]1[CH:18]=[CH:17][C:14]([C:15]#[N:16])=[CH:13][N:12]=1.[CH3:19][C:20]1[C:28]([C@@H:29]2[CH2:31][O:30]2)=[CH:27][CH:26]=[C:25]2[C:21]=1[CH2:22][O:23][C:24]2=[O:32]. (4) Given the product [Cl:1][C:2]1[CH:7]=[C:6]([Cl:8])[CH:5]=[C:4]([OH:9])[C:3]=1[S:11]([NH:14][CH:15]([CH2:20][C:21]1[C:29]2[C:24](=[CH:25][CH:26]=[CH:27][CH:28]=2)[NH:23][CH:22]=1)[C:16]([F:18])([F:19])[F:17])(=[O:13])=[O:12], predict the reactants needed to synthesize it. The reactants are: [Cl:1][C:2]1[CH:7]=[C:6]([Cl:8])[CH:5]=[C:4]([O:9]C)[C:3]=1[S:11]([NH:14][CH:15]([CH2:20][C:21]1[C:29]2[C:24](=[CH:25][CH:26]=[CH:27][CH:28]=2)[NH:23][CH:22]=1)[C:16]([F:19])([F:18])[F:17])(=[O:13])=[O:12].B(Br)(Br)Br. (5) Given the product [Br:9][C:5]1[CH:4]=[C:3]2[C:2](=[CH:7][C:6]=1[Cl:8])[N:1]=[C:19]([C:17]1[CH:18]=[C:13]([CH3:12])[CH:14]=[C:15]([CH3:22])[CH:16]=1)[CH:21]=[CH:10]2, predict the reactants needed to synthesize it. The reactants are: [NH2:1][C:2]1[CH:7]=[C:6]([Cl:8])[C:5]([Br:9])=[CH:4][C:3]=1[CH2:10]O.[CH3:12][C:13]1[CH:18]=[C:17]([C:19]([CH3:21])=O)[CH:16]=[C:15]([CH3:22])[CH:14]=1.[OH-].[K+]. (6) Given the product [CH2:1]([C@@:8]1([C@H:19]([O:20][C:21]2[CH:26]=[C:25]([O:27][CH3:28])[CH:24]=[C:23]([O:29][CH3:30])[CH:22]=2)[C:18]([OH:31])=[O:32])[C:17]2[C:12](=[CH:13][CH:14]=[CH:15][CH:16]=2)[CH2:11][CH2:10][NH:9]1)[C:2]1[CH:7]=[CH:6][CH:5]=[CH:4][CH:3]=1, predict the reactants needed to synthesize it. The reactants are: [CH2:1]([C@:8]12[C@H:19]([O:20][C:21]3[CH:26]=[C:25]([O:27][CH3:28])[CH:24]=[C:23]([O:29][CH3:30])[CH:22]=3)[C:18](=[O:31])[N:9]1[CH2:10][CH2:11][C:12]1[C:17]2=[CH:16][CH:15]=[CH:14][CH:13]=1)[C:2]1[CH:7]=[CH:6][CH:5]=[CH:4][CH:3]=1.[O:32]1CCOCC1. (7) The reactants are: [NH2:1][C:2]1[CH:7]=[CH:6][C:5]([C@@H:8]2[CH2:10][C@H:9]2[NH:11][C:12](=[O:18])[O:13][C:14]([CH3:17])([CH3:16])[CH3:15])=[CH:4][CH:3]=1.[O:19]=[C:20]1[CH2:25][CH2:24][CH2:23][CH2:22][N:21]1[C:26]1[CH:27]=[C:28]([CH:32]=[CH:33][CH:34]=1)[C:29](O)=[O:30].Cl.C(N=C=NCCCN(C)C)C.ON1C2C=CC=CC=2N=N1. Given the product [C:14]([O:13][C:12](=[O:18])[NH:11][C@@H:9]1[CH2:10][C@H:8]1[C:5]1[CH:6]=[CH:7][C:2]([NH:1][C:29]([C:28]2[CH:32]=[CH:33][CH:34]=[C:26]([N:21]3[CH2:22][CH2:23][CH2:24][CH2:25][C:20]3=[O:19])[CH:27]=2)=[O:30])=[CH:3][CH:4]=1)([CH3:15])([CH3:17])[CH3:16], predict the reactants needed to synthesize it. (8) Given the product [CH3:7][C:8]1[CH:9]=[C:10]([CH2:30][N:1]2[CH2:6][CH2:5][O:4][CH2:3][CH2:2]2)[CH:11]=[C:12]2[C:16]=1[C:15](=[O:17])[N:14]([CH2:18][C:19]1[CH:20]=[CH:21][C:22]([O:25][C:26]([F:29])([F:27])[F:28])=[CH:23][CH:24]=1)[CH2:13]2, predict the reactants needed to synthesize it. The reactants are: [NH:1]1[CH2:6][CH2:5][O:4][CH2:3][CH2:2]1.[CH3:7][C:8]1[CH:9]=[C:10]([CH:30]=O)[CH:11]=[C:12]2[C:16]=1[C:15](=[O:17])[N:14]([CH2:18][C:19]1[CH:24]=[CH:23][C:22]([O:25][C:26]([F:29])([F:28])[F:27])=[CH:21][CH:20]=1)[CH2:13]2.C(O[BH-](OC(=O)C)OC(=O)C)(=O)C.[Na+]. (9) The reactants are: [H-].[Na+].[CH2:3]([O:5][C:6]([C:8]1[C:9]([NH2:13])=[N:10][NH:11][CH:12]=1)=[O:7])[CH3:4].C[N:15](C)[CH:16]=[C:17]([CH:20]=O)[C:18]#N. Given the product [CH2:3]([O:5][C:6]([C:8]1[CH:12]=[N:11][N:10]2[CH:20]=[C:17]([C:16]#[N:15])[CH:18]=[N:13][C:9]=12)=[O:7])[CH3:4], predict the reactants needed to synthesize it.